Dataset: Forward reaction prediction with 1.9M reactions from USPTO patents (1976-2016). Task: Predict the product of the given reaction. (1) Given the reactants [CH:1]1([NH:4][C:5]([C:7]2[CH:8]=[C:9]([F:31])[C:10]([CH3:30])=[C:11]([C:13]3[C:14]([C:27]([OH:29])=O)=[CH:15][C:16]([C:19]([NH:21][CH2:22][C:23]([CH3:26])([CH3:25])[CH3:24])=[O:20])=[CH:17][CH:18]=3)[CH:12]=2)=[O:6])[CH2:3][CH2:2]1.CN(C(ON1N=[N:47][C:42]2[CH:43]=[CH:44][CH:45]=[CH:46]C1=2)=[N+](C)C)C.F[P-](F)(F)(F)(F)F.CCN(CC)CC.C1(N)CCCC1, predict the reaction product. The product is: [CH:42]1([NH:47][C:27]([C:14]2[C:13]([C:11]3[C:10]([CH3:30])=[C:9]([F:31])[CH:8]=[C:7]([C:5]([NH:4][CH:1]4[CH2:2][CH2:3]4)=[O:6])[CH:12]=3)=[CH:18][CH:17]=[C:16]([C:19]([NH:21][CH2:22][C:23]([CH3:24])([CH3:25])[CH3:26])=[O:20])[CH:15]=2)=[O:29])[CH2:43][CH2:44][CH2:45][CH2:46]1. (2) Given the reactants [S:1]1[CH:5]=[CH:4][CH:3]=[C:2]1[CH2:6][NH2:7].[C:8]([O:12][CH3:13])(=[O:11])[CH:9]=[CH2:10], predict the reaction product. The product is: [S:1]1[CH:5]=[CH:4][CH:3]=[C:2]1[CH2:6][NH:7][CH2:10][CH2:9][C:8]([O:12][CH3:13])=[O:11].